This data is from Full USPTO retrosynthesis dataset with 1.9M reactions from patents (1976-2016). The task is: Predict the reactants needed to synthesize the given product. (1) Given the product [CH2:1]([NH:5][C:6]1[CH:7]=[C:8]([CH:12]=[C:13]([O:15][CH3:16])[N:14]=1)[C:9]([NH:31][CH:29]([CH:28]1[CH2:27][CH:26]([CH3:25])[C:50](=[O:51])[O:49]1)[CH2:30][CH:41]([CH3:40])[CH2:42][CH2:19][CH:17]=[CH2:18])=[O:11])[CH2:2][CH:3]=[CH2:4], predict the reactants needed to synthesize it. The reactants are: [CH2:1]([NH:5][C:6]1[CH:7]=[C:8]([CH:12]=[C:13]([O:15][CH3:16])[N:14]=1)[C:9]([OH:11])=O)[CH2:2][CH:3]=[CH2:4].[C:17](OC(=O)N)(C)([CH3:19])[CH3:18].[CH:25]1[CH:26]=[CH:27][C:28]2N(O)N=[N:31][C:29]=2[CH:30]=1.CCN=C=N[CH2:40][CH2:41][CH2:42]N(C)C.Cl.CC[O:49][C:50](C)=[O:51]. (2) Given the product [CH3:20][C:13]([N:11]1[CH:12]=[C:8]([NH2:7])[CH:9]=[N:10]1)([CH3:19])[CH2:14][S:15]([CH3:18])(=[O:16])=[O:17], predict the reactants needed to synthesize it. The reactants are: C(OC(=O)[NH:7][C:8]1[CH:9]=[N:10][N:11]([C:13]([CH3:20])([CH3:19])[CH2:14][S:15]([CH3:18])(=[O:17])=[O:16])[CH:12]=1)(C)(C)C.Cl.C(=O)([O-])O.[Na+]. (3) Given the product [NH2:14][C:15]1[C:16]([C:22]([NH:24][NH:25][C:8](=[O:13])[C:9]([CH3:10])([CH3:11])[CH3:12])=[O:23])=[N:17][C:18]([Br:21])=[CH:19][N:20]=1, predict the reactants needed to synthesize it. The reactants are: [C:8](O[C:8](=[O:13])[C:9]([CH3:12])([CH3:11])[CH3:10])(=[O:13])[C:9]([CH3:12])([CH3:11])[CH3:10].[NH2:14][C:15]1[C:16]([C:22]([NH:24][NH2:25])=[O:23])=[N:17][C:18]([Br:21])=[CH:19][N:20]=1. (4) Given the product [NH2:35][C:34]1[N:41]=[C:14]([C:15]2[CH:16]=[CH:17][CH:12]=[CH:10][C:9]=2[O:8][CH2:7][C:6]2[CH:5]=[CH:4][C:3]([O:2][CH3:1])=[CH:19][CH:18]=2)[CH:13]=[C:24]([C:23]2[CH:26]=[CH:27][C:28]([N+:29]([O-:31])=[O:30])=[C:21]([OH:20])[CH:22]=2)[C:33]=1[C:32]#[N:36], predict the reactants needed to synthesize it. The reactants are: [CH3:1][O:2][C:3]1[CH:19]=[CH:18][C:6]([CH2:7][O:8][CH2:9][C:10]([C:12]2[CH:17]=[CH:16][CH:15]=[CH:14][CH:13]=2)=O)=[CH:5][CH:4]=1.[OH:20][C:21]1[CH:22]=[C:23]([CH:26]=[CH:27][C:28]=1[N+:29]([O-:31])=[O:30])[CH:24]=O.[C:32](#[N:36])[CH2:33][C:34]#[N:35].C([O-])(=O)C.[NH4+:41]. (5) Given the product [OH:28][C@@H:27]([C:29]1[CH:34]=[CH:33][CH:32]=[CH:31][CH:30]=1)[C:26]([NH:16][CH2:15][CH2:14][C:6]1[CH:7]=[CH:8][C:9]([O:10][CH2:11][C:12]#[CH:13])=[C:4]([O:3][CH3:2])[CH:5]=1)=[O:35], predict the reactants needed to synthesize it. The reactants are: Cl.[CH3:2][O:3][C:4]1[CH:5]=[C:6]([CH2:14][CH2:15][NH2:16])[CH:7]=[CH:8][C:9]=1[O:10][CH2:11][C:12]#[CH:13].C(N(CC)C(C)C)(C)C.[C:26](O)(=[O:35])[C@H:27]([C:29]1[CH:34]=[CH:33][CH:32]=[CH:31][CH:30]=1)[OH:28].F[P-](F)(F)(F)(F)F.N1(O[P+](N(C)C)(N(C)C)N(C)C)C2C=CC=CC=2N=N1.